This data is from Reaction yield outcomes from USPTO patents with 853,638 reactions. The task is: Predict the reaction yield, written as a fraction of the theoretical maximum amount of product (1.0 means a 100% yield; for example, 0.34 means a 34% yield). (1) The reactants are [CH3:1][O:2][CH2:3][CH2:4][N:5]1[C:9]([CH3:10])=[C:8]([CH3:11])[S:7][C:6]1=[NH:12].CCN(CC)CC.[Cl:20][C:21]1[C:22]([F:34])=[C:23]([C:27]([C:30]([F:33])([F:32])[F:31])=[CH:28][CH:29]=1)[C:24](Cl)=[O:25]. The catalyst is C1COCC1. The product is [Cl:20][C:21]1[C:22]([F:34])=[C:23]([C:27]([C:30]([F:32])([F:33])[F:31])=[CH:28][CH:29]=1)[C:24]([N:12]=[C:6]1[N:5]([CH2:4][CH2:3][O:2][CH3:1])[C:9]([CH3:10])=[C:8]([CH3:11])[S:7]1)=[O:25]. The yield is 0.460. (2) The reactants are [NH2:1][C:2]1[CH:3]=[C:4]([OH:9])[CH:5]=[CH:6][C:7]=1[F:8].Cl[C:11]1[CH:16]=[CH:15][N:14]=[C:13]([NH2:17])[N:12]=1. No catalyst specified. The product is [NH2:1][C:2]1[CH:3]=[C:4]([CH:5]=[CH:6][C:7]=1[F:8])[O:9][C:11]1[CH:16]=[CH:15][N:14]=[C:13]([NH2:17])[N:12]=1. The yield is 0.590. (3) The reactants are F[C:2]1[CH:3]=[CH:4][C:5]([C:8]([F:11])([F:10])[F:9])=[N:6][CH:7]=1.[OH:12][C:13]1[CH:14]=[C:15]2[C:20](=[CH:21][CH:22]=1)[N:19]=[C:18]([C:23]([O:25][CH3:26])=[O:24])[CH:17]=[CH:16]2.C(=O)([O-])[O-].[Cs+].[Cs+].CN(C)C=O. The catalyst is O. The product is [F:9][C:8]([F:11])([F:10])[C:5]1[N:6]=[CH:7][C:2]([O:12][C:13]2[CH:14]=[C:15]3[C:20](=[CH:21][CH:22]=2)[N:19]=[C:18]([C:23]([O:25][CH3:26])=[O:24])[CH:17]=[CH:16]3)=[CH:3][CH:4]=1. The yield is 0.900. (4) The reactants are [C:1]([C:3]1[C:4]([CH3:16])=[CH:5][C:6]([C:11](OCC)=[O:12])=[N:7][C:8]=1[O:9][CH3:10])#[N:2].[Cl-].[Ca+2].[Cl-].[BH4-].[Na+].CCOC(C)=O. The catalyst is O1CCCC1.C(O)C.C(Cl)Cl. The product is [OH:12][CH2:11][C:6]1[CH:5]=[C:4]([CH3:16])[C:3]([C:1]#[N:2])=[C:8]([O:9][CH3:10])[N:7]=1. The yield is 0.930. (5) The reactants are [F:1][C:2]1[CH:7]=[C:6]([OH:8])[C:5]([F:9])=[CH:4][C:3]=1[NH:10][C:11](=[O:20])[O:12][CH2:13][C:14]1[CH:19]=[CH:18][CH:17]=[CH:16][CH:15]=1.[Cl:21][C:22]1[CH:27]=[C:26](Cl)[N:25]=[CH:24][N:23]=1.C(=O)([O-])[O-].[K+].[K+].O. The catalyst is CN(C)C=O. The product is [Cl:21][C:22]1[CH:27]=[C:26]([O:8][C:6]2[C:5]([F:9])=[CH:4][C:3]([NH:10][C:11](=[O:20])[O:12][CH2:13][C:14]3[CH:15]=[CH:16][CH:17]=[CH:18][CH:19]=3)=[C:2]([F:1])[CH:7]=2)[N:25]=[CH:24][N:23]=1. The yield is 0.890.